Task: Predict which catalyst facilitates the given reaction.. Dataset: Catalyst prediction with 721,799 reactions and 888 catalyst types from USPTO Reactant: F[C:2]1[CH:3]=[C:4]([O:11][CH3:12])[CH:5]=[CH:6][C:7]=1[N+:8]([O-:10])=[O:9].[NH2:13][CH2:14][C@@H:15]1[CH2:19][CH2:18][N:17]([C:20]([O:22][C:23]([CH3:26])([CH3:25])[CH3:24])=[O:21])[CH2:16]1.C(N(CC)CC)C. The catalyst class is: 8. Product: [CH3:12][O:11][C:4]1[CH:5]=[CH:6][C:7]([N+:8]([O-:10])=[O:9])=[C:2]([NH:13][CH2:14][C@@H:15]2[CH2:19][CH2:18][N:17]([C:20]([O:22][C:23]([CH3:26])([CH3:25])[CH3:24])=[O:21])[CH2:16]2)[CH:3]=1.